This data is from Reaction yield outcomes from USPTO patents with 853,638 reactions. The task is: Predict the reaction yield, written as a fraction of the theoretical maximum amount of product (1.0 means a 100% yield; for example, 0.34 means a 34% yield). The reactants are Cl[C:2](=[N:11][OH:12])[C:3]1[C:8]([Cl:9])=[CH:7][CH:6]=[CH:5][C:4]=1[Cl:10].C(N(C(C)C)CC)(C)C.O=[C:23]([CH3:29])[CH2:24][C:25]([O:27][CH3:28])=[O:26]. No catalyst specified. The product is [Cl:10][C:4]1[CH:5]=[CH:6][CH:7]=[C:8]([Cl:9])[C:3]=1[C:2]1[C:24]([C:25]([O:27][CH3:28])=[O:26])=[C:23]([CH3:29])[O:12][N:11]=1. The yield is 0.870.